This data is from Merck oncology drug combination screen with 23,052 pairs across 39 cell lines. The task is: Regression. Given two drug SMILES strings and cell line genomic features, predict the synergy score measuring deviation from expected non-interaction effect. (1) Drug 1: CCC1(O)CC2CN(CCc3c([nH]c4ccccc34)C(C(=O)OC)(c3cc4c(cc3OC)N(C)C3C(O)(C(=O)OC)C(OC(C)=O)C5(CC)C=CCN6CCC43C65)C2)C1. Drug 2: Cn1nnc2c(C(N)=O)ncn2c1=O. Cell line: MDAMB436. Synergy scores: synergy=-29.3. (2) Drug 1: N#Cc1ccc(Cn2cncc2CN2CCN(c3cccc(Cl)c3)C(=O)C2)cc1. Drug 2: CCc1c2c(nc3ccc(O)cc13)-c1cc3c(c(=O)n1C2)COC(=O)C3(O)CC. Cell line: NCIH460. Synergy scores: synergy=9.49. (3) Drug 1: N.N.O=C(O)C1(C(=O)O)CCC1.[Pt]. Drug 2: CCN(CC)CCNC(=O)c1c(C)[nH]c(C=C2C(=O)Nc3ccc(F)cc32)c1C. Cell line: MSTO. Synergy scores: synergy=-3.79. (4) Drug 1: NC1(c2ccc(-c3nc4ccn5c(=O)[nH]nc5c4cc3-c3ccccc3)cc2)CCC1. Drug 2: COC1=C2CC(C)CC(OC)C(O)C(C)C=C(C)C(OC(N)=O)C(OC)C=CC=C(C)C(=O)NC(=CC1=O)C2=O. Cell line: OV90. Synergy scores: synergy=-4.24. (5) Drug 1: C=CCn1c(=O)c2cnc(Nc3ccc(N4CCN(C)CC4)cc3)nc2n1-c1cccc(C(C)(C)O)n1. Drug 2: Cn1c(=O)n(-c2ccc(C(C)(C)C#N)cc2)c2c3cc(-c4cnc5ccccc5c4)ccc3ncc21. Cell line: ES2. Synergy scores: synergy=4.65. (6) Drug 2: CC1(c2nc3c(C(N)=O)cccc3[nH]2)CCCN1. Drug 1: CC(C)CC(NC(=O)C(Cc1ccccc1)NC(=O)c1cnccn1)B(O)O. Cell line: ZR751. Synergy scores: synergy=-21.0. (7) Drug 1: C=CCn1c(=O)c2cnc(Nc3ccc(N4CCN(C)CC4)cc3)nc2n1-c1cccc(C(C)(C)O)n1. Drug 2: CCc1cnn2c(NCc3ccc[n+]([O-])c3)cc(N3CCCCC3CCO)nc12. Cell line: KPL1. Synergy scores: synergy=-2.59. (8) Drug 1: Cc1nc(Nc2ncc(C(=O)Nc3c(C)cccc3Cl)s2)cc(N2CCN(CCO)CC2)n1. Drug 2: Cn1cc(-c2cnn3c(N)c(Br)c(C4CCCNC4)nc23)cn1. Cell line: SKMES1. Synergy scores: synergy=3.93. (9) Drug 1: Cn1nnc2c(C(N)=O)ncn2c1=O. Drug 2: NC(=O)c1cccc2cn(-c3ccc(C4CCCNC4)cc3)nc12. Cell line: SKOV3. Synergy scores: synergy=58.4.